This data is from Reaction yield outcomes from USPTO patents with 853,638 reactions. The task is: Predict the reaction yield, written as a fraction of the theoretical maximum amount of product (1.0 means a 100% yield; for example, 0.34 means a 34% yield). (1) The reactants are [Br:1][C:2]1[CH:3]=[C:4]([C:10]([OH:12])=[O:11])[S:5][C:6]=1[CH2:7][CH2:8][CH3:9].S(=O)(=O)(O)O.O.[CH3:19]O. No catalyst specified. The product is [Br:1][C:2]1[CH:3]=[C:4]([C:10]([O:12][CH3:19])=[O:11])[S:5][C:6]=1[CH2:7][CH2:8][CH3:9]. The yield is 0.930. (2) The reactants are [O:1]=[C:2]1[CH:7]=[C:6]([O:8][CH:9]2[CH2:14][CH2:13][N:12]([C:15]([O:17][C:18]([CH3:21])([CH3:20])[CH3:19])=[O:16])[CH2:11][CH2:10]2)[CH:5]=[CH:4][NH:3]1.CN(C=O)C.[H-].[Na+].[F:29][C:30]1[CH:31]=[C:32]([CH:35]=[CH:36][C:37]=1F)[C:33]#[N:34]. The catalyst is CCOC(C)=O.O. The product is [C:33]([C:32]1[CH:35]=[CH:36][C:37]([N:3]2[CH:4]=[CH:5][C:6]([O:8][CH:9]3[CH2:14][CH2:13][N:12]([C:15]([O:17][C:18]([CH3:21])([CH3:20])[CH3:19])=[O:16])[CH2:11][CH2:10]3)=[CH:7][C:2]2=[O:1])=[C:30]([F:29])[CH:31]=1)#[N:34]. The yield is 0.587. (3) The reactants are [N:1]1[C:9]([NH:10][C@H:11]([C:13]2[N:17]([CH:18]3[CH2:23][CH2:22][N:21](C(OC(C)(C)C)=O)[CH2:20][CH2:19]3)[C:16]3[CH:31]=[CH:32][CH:33]=[CH:34][C:15]=3[N:14]=2)[CH3:12])=[C:8]2[C:4]([NH:5][CH:6]=[N:7]2)=[N:3][CH:2]=1.C(O)(C(F)(F)F)=O. The yield is 0.860. The product is [NH:21]1[CH2:22][CH2:23][CH:18]([N:17]2[C:16]3[CH:31]=[CH:32][CH:33]=[CH:34][C:15]=3[N:14]=[C:13]2[C@@H:11]([NH:10][C:9]2[N:1]=[CH:2][N:3]=[C:4]3[C:8]=2[N:7]=[CH:6][NH:5]3)[CH3:12])[CH2:19][CH2:20]1. The catalyst is C(Cl)Cl. (4) The reactants are IC.[OH:3][C:4]1[CH:5]=[C:6]2[C:11](=[CH:12][CH:13]=1)[CH:10]([C:14]([O:16][CH2:17][CH3:18])=[O:15])[N:9]([C:19]([O:21][C:22]([CH3:25])([CH3:24])[CH3:23])=[O:20])[CH2:8][CH2:7]2.[C:26](=O)([O-])[O-].[Cs+].[Cs+].O. The catalyst is CN(C=O)C. The product is [CH3:26][O:3][C:4]1[CH:5]=[C:6]2[C:11](=[CH:12][CH:13]=1)[CH:10]([C:14]([O:16][CH2:17][CH3:18])=[O:15])[N:9]([C:19]([O:21][C:22]([CH3:24])([CH3:23])[CH3:25])=[O:20])[CH2:8][CH2:7]2. The yield is 1.00. (5) The reactants are [NH2:1][C:2]1[CH:10]=[C:6]([C:7]([OH:9])=[O:8])[C:5]([OH:11])=[CH:4][CH:3]=1.[CH3:12][O:13][C:14]1[CH:21]=[CH:20][C:17]([CH2:18]Cl)=[CH:16][CH:15]=1. No catalyst specified. The product is [CH3:12][O:13][C:14]1[CH:21]=[CH:20][C:17]([CH2:18][NH:1][C:2]2[CH:10]=[C:6]([C:7]([OH:9])=[O:8])[C:5]([OH:11])=[CH:4][CH:3]=2)=[CH:16][CH:15]=1. The yield is 0.500. (6) The reactants are [Cl:1][C:2]1[CH:7]=[CH:6][C:5]([CH:8](I)[CH2:9][S:10]([C:13]2[CH:19]=[CH:18][C:16]([CH3:17])=[CH:15][CH:14]=2)(=[O:12])=[O:11])=[CH:4][CH:3]=1.CCN(CC)CC. The catalyst is CC#N. The product is [Cl:1][C:2]1[CH:7]=[CH:6][C:5](/[CH:8]=[CH:9]/[S:10]([C:13]2[CH:14]=[CH:15][C:16]([CH3:17])=[CH:18][CH:19]=2)(=[O:11])=[O:12])=[CH:4][CH:3]=1. The yield is 0.960. (7) The reactants are COC([C:5]1[CH:10]=[CH:9][C:8]([NH:11][CH2:12][C:13]2[CH:18]=[CH:17][CH:16]=[CH:15][CH:14]=2)=[CH:7][CH:6]=1)=O.[CH:19](N(C(C)C)CC)(C)C.[O:28](C(OC(C)(C)C)=O)[C:29]([O:31][C:32]([CH3:35])([CH3:34])[CH3:33])=O. The catalyst is C(Cl)Cl. The product is [C:29]([N:11]([CH2:8][C:7]1[CH:6]=[CH:5][CH:10]=[CH:9][CH:19]=1)[CH2:12][C:13]1[CH:14]=[CH:15][CH:16]=[CH:17][CH:18]=1)([O:31][C:32]([CH3:35])([CH3:34])[CH3:33])=[O:28]. The yield is 0.780. (8) The reactants are [CH:1]1([CH:7](O)[CH:8]=[CH2:9])[CH2:6][CH2:5][CH2:4][CH2:3][CH2:2]1.C=CCCC=C.S(Br)([Br:19])=O. The catalyst is ClCCCl. The product is [Br:19][CH2:9]/[CH:8]=[CH:7]/[CH:1]1[CH2:6][CH2:5][CH2:4][CH2:3][CH2:2]1. The yield is 0.430. (9) The reactants are [CH3:1][C@H:2]1[CH2:7][CH2:6][C@H:5]([C:8]([OH:10])=O)[CH2:4][CH2:3]1.C1(P(C2C=CC=CC=2)C2C=CC=CC=2)C=CC=CC=1.ClN1C(=O)CCC1=O.[CH3:38][O:39][C:40]([C:42]1[S:43][C:44]([C:58]2[CH:63]=[CH:62][CH:61]=[CH:60][CH:59]=2)=[CH:45][C:46]=1[NH:47][CH:48]1[CH2:57][CH2:56][C:51]2([O:55][CH2:54][CH2:53][O:52]2)[CH2:50][CH2:49]1)=[O:41].C([O-])(O)=O.[Na+]. The catalyst is ClCCCl.C(OCC)(=O)C. The product is [CH3:38][O:39][C:40]([C:42]1[S:43][C:44]([C:58]2[CH:59]=[CH:60][CH:61]=[CH:62][CH:63]=2)=[CH:45][C:46]=1[N:47]([CH:48]1[CH2:49][CH2:50][C:51]2([O:55][CH2:54][CH2:53][O:52]2)[CH2:56][CH2:57]1)[C:8]([C@H:5]1[CH2:4][CH2:3][C@H:2]([CH3:1])[CH2:7][CH2:6]1)=[O:10])=[O:41]. The yield is 0.660.